This data is from Reaction yield outcomes from USPTO patents with 853,638 reactions. The task is: Predict the reaction yield, written as a fraction of the theoretical maximum amount of product (1.0 means a 100% yield; for example, 0.34 means a 34% yield). (1) The reactants are [NH:1]1[CH2:6][CH2:5][NH:4][CH2:3][CH2:2]1.[C:7]([C:11]1[N:16]=[C:15](Cl)[CH:14]=[C:13]([CH:18]2[CH2:21][CH2:20][CH2:19]2)[N:12]=1)([CH3:10])([CH3:9])[CH3:8]. The catalyst is CCO. The product is [C:7]([C:11]1[N:12]=[C:13]([CH:18]2[CH2:21][CH2:20][CH2:19]2)[CH:14]=[C:15]([N:1]2[CH2:6][CH2:5][NH:4][CH2:3][CH2:2]2)[N:16]=1)([CH3:10])([CH3:8])[CH3:9]. The yield is 0.870. (2) The reactants are [F:1][C:2]1[CH:20]=[CH:19][C:5]2[NH:6][C:7](=[N:9][C:10](=[O:18])[C:11]3[CH:16]=[CH:15][C:14]([CH3:17])=[CH:13][CH:12]=3)[S:8][C:4]=2[C:3]=1[F:21].C(=O)([O-])[O-].[K+].[K+].Br[CH2:29][C:30]([O:32][CH2:33][CH3:34])=[O:31]. The catalyst is CN(C)C=O. The product is [F:1][C:2]1[CH:20]=[CH:19][C:5]2[N:6]([CH2:29][C:30]([O:32][CH2:33][CH3:34])=[O:31])[C:7](=[N:9][C:10](=[O:18])[C:11]3[CH:12]=[CH:13][C:14]([CH3:17])=[CH:15][CH:16]=3)[S:8][C:4]=2[C:3]=1[F:21]. The yield is 0.770. (3) The reactants are P(C(C)(C)C)(C(C)(C)C)C(C)(C)C.Br[C:15]1[CH:20]=[CH:19][C:18]([CH:21]([C:23]2[C:32]3[C:27](=[CH:28][C:29]([O:33][CH3:34])=[CH:30][CH:31]=3)[N:26]=[CH:25][CH:24]=2)[OH:22])=[CH:17][CH:16]=1.[Li+].C[Si]([N-:40][Si](C)(C)C)(C)C. The catalyst is C1(C)C=CC=CC=1.CO.C1C=CC(/C=C/C(/C=C/C2C=CC=CC=2)=O)=CC=1.C1C=CC(/C=C/C(/C=C/C2C=CC=CC=2)=O)=CC=1.C1C=CC(/C=C/C(/C=C/C2C=CC=CC=2)=O)=CC=1.[Pd].[Pd]. The product is [NH2:40][C:15]1[CH:20]=[CH:19][C:18]([CH:21]([C:23]2[C:32]3[C:27](=[CH:28][C:29]([O:33][CH3:34])=[CH:30][CH:31]=3)[N:26]=[CH:25][CH:24]=2)[OH:22])=[CH:17][CH:16]=1. The yield is 0.540. (4) The reactants are [CH3:1][O:2][C:3](=[O:17])[CH2:4][C:5]1[CH:14]=[C:13]([OH:15])[C:12]2[C:7](=[CH:8][CH:9]=[C:10]([F:16])[CH:11]=2)[CH:6]=1.[CH2:18]([S:20]([C:23]1[CH:28]=[CH:27][C:26](F)=[CH:25][CH:24]=1)(=[O:22])=[O:21])[CH3:19].C(=O)([O-])[O-].[K+].[K+]. No catalyst specified. The product is [CH3:1][O:2][C:3](=[O:17])[CH2:4][C:5]1[CH:14]=[C:13]([O:15][C:26]2[CH:25]=[CH:24][C:23]([S:20]([CH2:18][CH3:19])(=[O:22])=[O:21])=[CH:28][CH:27]=2)[C:12]2[C:7](=[CH:8][CH:9]=[C:10]([F:16])[CH:11]=2)[CH:6]=1. The yield is 0.800.